This data is from Full USPTO retrosynthesis dataset with 1.9M reactions from patents (1976-2016). The task is: Predict the reactants needed to synthesize the given product. (1) Given the product [CH2:20]([N:11]([C@@H:12]([C:14]1[CH:19]=[CH:18][CH:17]=[CH:16][CH:15]=1)[CH3:13])[C@@H:10]1[CH2:9][CH2:8][N:7]([C:65]([O:67][C:68]([CH3:69])([CH3:70])[CH3:71])=[O:66])[CH2:6][C@:5]1([CH3:42])[C:3]([O:2][CH3:1])=[O:4])[C:21]1[CH:22]=[CH:23][CH:24]=[CH:25][CH:26]=1, predict the reactants needed to synthesize it. The reactants are: [CH3:1][O:2][C:3]([C@:5]1([CH3:42])[C@H:10]([N:11]([CH2:20][C:21]2[CH:26]=[CH:25][CH:24]=[CH:23][CH:22]=2)[C@@H:12]([C:14]2[CH:19]=[CH:18][CH:17]=[CH:16][CH:15]=2)[CH3:13])[CH2:9][CH2:8][N:7](C2C3C=CC=CC=3CCC3C=CC=CC2=3)[CH2:6]1)=[O:4].C([SiH](CC)CC)C.CCN(CC)CC.[C:68]([O:67][C:65](O[C:65]([O:67][C:68]([CH3:71])([CH3:70])[CH3:69])=[O:66])=[O:66])([CH3:71])([CH3:70])[CH3:69]. (2) Given the product [Cl:1][C:2]1[CH:7]=[C:6]([O:8][C:9]2[CH:14]=[CH:13][C:12]([NH:15][C:25]([NH:24][C:20]3[CH:21]=[CH:22][CH:23]=[C:18]([C:17]([F:16])([F:27])[F:28])[CH:19]=3)=[O:26])=[CH:11][CH:10]=2)[CH:5]=[CH:4][N:3]=1, predict the reactants needed to synthesize it. The reactants are: [Cl:1][C:2]1[CH:7]=[C:6]([O:8][C:9]2[CH:14]=[CH:13][C:12]([NH2:15])=[CH:11][CH:10]=2)[CH:5]=[CH:4][N:3]=1.[F:16][C:17]([F:28])([F:27])[C:18]1[CH:23]=[CH:22][CH:21]=[C:20]([N:24]=[C:25]=[O:26])[CH:19]=1. (3) Given the product [NH2:19][CH2:18][C@@H:17]([N:14]1[C:15](=[O:16])[C:10]2[C:11](=[N:12][C:7]([C:6]3[N:5]([CH3:38])[N:4]=[CH:3][C:2]=3[Cl:1])=[CH:8][CH:9]=2)[CH2:13]1)[CH2:30][C:31]1[CH:36]=[CH:35][CH:34]=[C:33]([F:37])[CH:32]=1, predict the reactants needed to synthesize it. The reactants are: [Cl:1][C:2]1[CH:3]=[N:4][N:5]([CH3:38])[C:6]=1[C:7]1[N:12]=[C:11]2[CH2:13][N:14]([C@@H:17]([CH2:30][C:31]3[CH:36]=[CH:35][CH:34]=[C:33]([F:37])[CH:32]=3)[CH2:18][N:19]3C(=O)C4C(=CC=CC=4)C3=O)[C:15](=[O:16])[C:10]2=[CH:9][CH:8]=1.NN. (4) Given the product [C:1]([C:5]1[CH:14]=[C:13]2[C:8]([C:9]([Cl:23])=[C:10]([C:15]([O:17][CH2:18][CH3:19])=[O:16])[CH:11]=[N:12]2)=[CH:7][CH:6]=1)([CH3:4])([CH3:3])[CH3:2], predict the reactants needed to synthesize it. The reactants are: [C:1]([C:5]1[CH:14]=[C:13]2[C:8]([C:9](=O)[C:10]([C:15]([O:17][CH2:18][CH3:19])=[O:16])=[CH:11][NH:12]2)=[CH:7][CH:6]=1)([CH3:4])([CH3:3])[CH3:2].O=P(Cl)(Cl)[Cl:23]. (5) Given the product [Br:16][C:17]1[CH:22]=[CH:21][C:20]([Cl:23])=[CH:19][C:18]=1[C:24]1[N:25]=[CH:26][N:27]=[C:28]([OH:30])[CH:29]=1, predict the reactants needed to synthesize it. The reactants are: ClC1C=CC(F)=C(C2N=CN=C(O)C=2)C=1.[Br:16][C:17]1[CH:22]=[CH:21][C:20]([Cl:23])=[CH:19][C:18]=1[C:24]1[CH:29]=[C:28]([O:30]C)[N:27]=[CH:26][N:25]=1. (6) Given the product [CH3:13][N:7]1[C:8]2[C:4](=[CH:3][C:2]([I:1])=[CH:10][CH:9]=2)[CH:5]=[CH:6]1, predict the reactants needed to synthesize it. The reactants are: [I:1][C:2]1[CH:3]=[C:4]2[C:8](=[CH:9][CH:10]=1)[NH:7][CH:6]=[CH:5]2.[H-].[Na+].[C:13](=O)=O.CCOCC. (7) Given the product [Br:13][CH2:10][CH2:9][C:7]1[CH:6]=[CH:5][N:4]=[C:3]([O:2][CH3:1])[CH:8]=1, predict the reactants needed to synthesize it. The reactants are: [CH3:1][O:2][C:3]1[CH:8]=[C:7]([CH2:9][CH2:10]O)[CH:6]=[CH:5][N:4]=1.C(Br)(Br)(Br)[Br:13].C1(P(C2C=CC=CC=2)C2C=CC=CC=2)C=CC=CC=1.